From a dataset of Peptide-MHC class I binding affinity with 185,985 pairs from IEDB/IMGT. Regression. Given a peptide amino acid sequence and an MHC pseudo amino acid sequence, predict their binding affinity value. This is MHC class I binding data. (1) The peptide sequence is FHNNWGATL. The MHC is HLA-A31:01 with pseudo-sequence HLA-A31:01. The binding affinity (normalized) is 0.0847. (2) The peptide sequence is INDDDNPGH. The MHC is HLA-B15:01 with pseudo-sequence HLA-B15:01. The binding affinity (normalized) is 0. (3) The binding affinity (normalized) is 0.414. The MHC is HLA-A02:06 with pseudo-sequence HLA-A02:06. The peptide sequence is VLQWASLAV. (4) The peptide sequence is DPKKTGGPI. The MHC is HLA-A26:02 with pseudo-sequence HLA-A26:02. The binding affinity (normalized) is 0.0847.